Task: Binary Classification. Given a drug SMILES string, predict its activity (active/inactive) in a high-throughput screening assay against a specified biological target.. Dataset: Choline transporter screen with 302,306 compounds (1) The compound is S(=O)(=O)(N(CC)c1ccccc1)c1cc(ccc1)C(=O)Nc1ncc(cc1)C. The result is 0 (inactive). (2) The drug is O1C(OCC)C(C(C2CC2)C=C1C(=O)N1CCN(CC1)C)CCCO. The result is 0 (inactive). (3) The molecule is s1c(c(OCc2ccc(F)cc2)cc1)C(=O)N\N=C\c1ccc(F)cc1. The result is 0 (inactive). (4) The drug is Brc1c(n(nc1[N+]([O-])=O)CC(=O)Nc1sc2CC(CCc2c1C(OC(C)C)=O)C)C. The result is 0 (inactive).